From a dataset of Rat liver microsome stability data. Regression/Classification. Given a drug SMILES string, predict its absorption, distribution, metabolism, or excretion properties. Task type varies by dataset: regression for continuous measurements (e.g., permeability, clearance, half-life) or binary classification for categorical outcomes (e.g., BBB penetration, CYP inhibition). Dataset: rlm. (1) The compound is Cc1noc(-c2ccc3c(c2)c2c(n3CCC[S+]([O-])c3cc(F)cc(F)c3)CCCC2)n1. The result is 1 (stable in rat liver microsomes). (2) The drug is CC(C)Oc1ccc(-c2ccc(=O)n(CC(=O)NCCc3ccccc3)n2)cc1. The result is 1 (stable in rat liver microsomes). (3) The molecule is Cc1nc2ccccc2c(-c2ccc3c4c(ccnc24)CCO3)c1[C@H](OC(C)(C)C)C(=O)O. The result is 0 (unstable in rat liver microsomes).